Dataset: Reaction yield outcomes from USPTO patents with 853,638 reactions. Task: Predict the reaction yield, written as a fraction of the theoretical maximum amount of product (1.0 means a 100% yield; for example, 0.34 means a 34% yield). (1) The reactants are [NH2:1][C:2]1[CH:7]=[C:6]([O:8][CH3:9])[CH:5]=[CH:4][C:3]=1[C:10](O)([CH3:12])[CH3:11].CCOC(C)=O. The catalyst is CCO.[Pd]. The product is [CH:10]([C:3]1[CH:4]=[CH:5][C:6]([O:8][CH3:9])=[CH:7][C:2]=1[NH2:1])([CH3:12])[CH3:11]. The yield is 0.840. (2) The reactants are [Br:1][C:2]1[CH:7]=[CH:6][C:5]([CH2:8]Br)=[C:4]([F:10])[CH:3]=1.[C-]#[N:12].[Na+].[CH2:14]([OH:16])C. The catalyst is O. The product is [Br:1][C:2]1[CH:7]=[CH:6][C:5]([CH2:8][C:14]([NH2:12])=[O:16])=[C:4]([F:10])[CH:3]=1. The yield is 0.520. (3) The reactants are [CH3:1][C:2]1[CH:10]=[C:6]([C:7]([OH:9])=O)[C:5]([OH:11])=[CH:4][CH:3]=1.[Cl:12][C:13]1[CH:19]=[CH:18][C:16]([NH2:17])=[CH:15][C:14]=1[C:20]([F:23])([F:22])[F:21]. The yield is 0.704. The product is [Cl:12][C:13]1[CH:19]=[CH:18][C:16]([NH:17][C:7](=[O:9])[C:6]2[CH:10]=[C:2]([CH3:1])[CH:3]=[CH:4][C:5]=2[OH:11])=[CH:15][C:14]=1[C:20]([F:21])([F:22])[F:23]. No catalyst specified. (4) The reactants are [CH3:1][C:2]1[C:10]2[C:5](=[CH:6][C:7]([NH2:11])=[CH:8][CH:9]=2)[NH:4][N:3]=1.C([O-])(O)=O.[Na+].[Cl:17][C:18]1[N:23]=[C:22](Cl)[CH:21]=[CH:20][N:19]=1. The catalyst is C1COCC1.C(O)C. The product is [Cl:17][C:18]1[N:23]=[C:22]([NH:11][C:7]2[CH:6]=[C:5]3[C:10]([C:2]([CH3:1])=[N:3][NH:4]3)=[CH:9][CH:8]=2)[CH:21]=[CH:20][N:19]=1. The yield is 0.890. (5) The reactants are [CH3:1][N:2]1[C:6]2=[C:7]3[C:12](=[CH:13][CH:14]=[C:5]2[CH:4]=[N:3]1)[C:11](=[O:15])[C:10]([C:16]1[CH:17]=[CH:18][C:19]([C:22]2([NH:26]S(C(C)(C)C)=O)[CH2:25][CH2:24][CH2:23]2)=[N:20][CH:21]=1)=[C:9]([C:33]1[CH:38]=[CH:37][CH:36]=[CH:35][CH:34]=1)[O:8]3.[ClH:39].O1CCOCC1. The catalyst is CO. The product is [ClH:39].[NH2:26][C:22]1([C:19]2[N:20]=[CH:21][C:16]([C:10]3[C:11](=[O:15])[C:12]4[C:7]([O:8][C:9]=3[C:33]3[CH:38]=[CH:37][CH:36]=[CH:35][CH:34]=3)=[C:6]3[N:2]([CH3:1])[N:3]=[CH:4][C:5]3=[CH:14][CH:13]=4)=[CH:17][CH:18]=2)[CH2:25][CH2:24][CH2:23]1. The yield is 0.820.